From a dataset of Catalyst prediction with 721,799 reactions and 888 catalyst types from USPTO. Predict which catalyst facilitates the given reaction. Reactant: [NH2:1][CH2:2][CH2:3][OH:4].CCN(CC)CC.C(=O)(OC(C)(C)C)[O:13][C:14]([O:16][C:17]([CH3:20])([CH3:19])[CH3:18])=O. Product: [OH:4][CH2:3][CH2:2][NH:1][C:14](=[O:13])[O:16][C:17]([CH3:20])([CH3:19])[CH3:18]. The catalyst class is: 2.